Dataset: NCI-60 drug combinations with 297,098 pairs across 59 cell lines. Task: Regression. Given two drug SMILES strings and cell line genomic features, predict the synergy score measuring deviation from expected non-interaction effect. Drug 2: CS(=O)(=O)CCNCC1=CC=C(O1)C2=CC3=C(C=C2)N=CN=C3NC4=CC(=C(C=C4)OCC5=CC(=CC=C5)F)Cl. Drug 1: COC1=NC(=NC2=C1N=CN2C3C(C(C(O3)CO)O)O)N. Synergy scores: CSS=3.16, Synergy_ZIP=-0.339, Synergy_Bliss=-1.45, Synergy_Loewe=-24.3, Synergy_HSA=-8.41. Cell line: 786-0.